This data is from Forward reaction prediction with 1.9M reactions from USPTO patents (1976-2016). The task is: Predict the product of the given reaction. (1) Given the reactants [C:1](/[C:3](/[C:28]1[CH:33]=[CH:32][C:31]([O:34][CH3:35])=[C:30]([O:36][CH3:37])[CH:29]=1)=[CH:4]\[C:5]1[S:9][C:8]([N:10]2[CH2:15][CH2:14][CH:13]([O:16][C:17](=[O:27])[CH2:18][N:19]3[CH2:24][CH2:23][CH2:22][CH:21]([CH2:25][OH:26])[CH2:20]3)[CH2:12][CH2:11]2)=[CH:7][CH:6]=1)#[N:2].[CH3:38][S:39]([OH:42])(=[O:41])=[O:40], predict the reaction product. The product is: [CH3:38][S:39]([OH:42])(=[O:41])=[O:40].[C:1](/[C:3](/[C:28]1[CH:33]=[CH:32][C:31]([O:34][CH3:35])=[C:30]([O:36][CH3:37])[CH:29]=1)=[CH:4]\[C:5]1[S:9][C:8]([N:10]2[CH2:11][CH2:12][CH:13]([O:16][C:17](=[O:27])[CH2:18][N:19]3[CH2:24][CH2:23][CH2:22][CH:21]([CH2:25][OH:26])[CH2:20]3)[CH2:14][CH2:15]2)=[CH:7][CH:6]=1)#[N:2]. (2) Given the reactants [CH2:1]([O:8][C:9]1[CH:14]=[CH:13][C:12]([C:15]([C:17]2[CH:22]=[CH:21][C:20]([O:23][CH2:24][C:25]3[CH:30]=[CH:29][CH:28]=[CH:27][CH:26]=3)=[CH:19][CH:18]=2)=[O:16])=[C:11]([OH:31])[CH:10]=1)[C:2]1[CH:7]=[CH:6][CH:5]=[CH:4][CH:3]=1.[BH4-].[Na+], predict the reaction product. The product is: [CH2:1]([O:8][C:9]1[CH:14]=[CH:13][C:12]([CH:15]([C:17]2[CH:22]=[CH:21][C:20]([O:23][CH2:24][C:25]3[CH:30]=[CH:29][CH:28]=[CH:27][CH:26]=3)=[CH:19][CH:18]=2)[OH:16])=[C:11]([OH:31])[CH:10]=1)[C:2]1[CH:3]=[CH:4][CH:5]=[CH:6][CH:7]=1. (3) Given the reactants [CH:1]([O:14][C:15]([C:17]1([O:20]/[N:21]=[C:22](/[C:51]2[N:52]=[C:53]([NH:56][C:57]([O:59][C:60]([CH3:63])([CH3:62])[CH3:61])=[O:58])[S:54][CH:55]=2)\[C:23]([NH:25][C@@H:26]2[C:29](=[O:30])[NH:28][C@@H:27]2[CH2:31][N:32]2[N:36]=[C:35]([CH2:37][NH:38][CH2:39][CH:40]3[CH2:43][N:42]([C:44]([O:46][C:47]([CH3:50])([CH3:49])[CH3:48])=[O:45])[CH2:41]3)[CH:34]=[N:33]2)=[O:24])[CH2:19][CH2:18]1)=[O:16])([C:8]1[CH:13]=[CH:12][CH:11]=[CH:10][CH:9]=1)[C:2]1[CH:7]=[CH:6][CH:5]=[CH:4][CH:3]=1.C([O-])(O)=O.[Na+].[CH3:69][C:70]([O:73][C:74](O[C:74]([O:73][C:70]([CH3:72])([CH3:71])[CH3:69])=[O:75])=[O:75])([CH3:72])[CH3:71], predict the reaction product. The product is: [CH:1]([O:14][C:15]([C:17]1([O:20]/[N:21]=[C:22](/[C:51]2[N:52]=[C:53]([NH:56][C:57]([O:59][C:60]([CH3:63])([CH3:62])[CH3:61])=[O:58])[S:54][CH:55]=2)\[C:23]([NH:25][C@@H:26]2[C:29](=[O:30])[NH:28][C@@H:27]2[CH2:31][N:32]2[N:36]=[C:35]([CH2:37][N:38]([CH2:39][CH:40]3[CH2:41][N:42]([C:44]([O:46][C:47]([CH3:50])([CH3:49])[CH3:48])=[O:45])[CH2:43]3)[C:74]([O:73][C:70]([CH3:72])([CH3:71])[CH3:69])=[O:75])[CH:34]=[N:33]2)=[O:24])[CH2:19][CH2:18]1)=[O:16])([C:2]1[CH:3]=[CH:4][CH:5]=[CH:6][CH:7]=1)[C:8]1[CH:13]=[CH:12][CH:11]=[CH:10][CH:9]=1. (4) Given the reactants [NH2:1][C:2]1[S:3][C:4]([C:10]2[C:15]([F:16])=[CH:14][C:13]([C:17]([OH:20])([CH3:19])[CH3:18])=[CH:12][C:11]=2[F:21])=[CH:5][C:6]=1[C:7]([NH2:9])=[O:8].Cl[C:23]1[N:28]=[C:27]2[N:29]=[C:30]([CH:32]([OH:34])[CH3:33])[NH:31][C:26]2=[CH:25][CH:24]=1, predict the reaction product. The product is: [F:16][C:15]1[CH:14]=[C:13]([C:17]([OH:20])([CH3:18])[CH3:19])[CH:12]=[C:11]([F:21])[C:10]=1[C:4]1[S:3][C:2]([NH:1][C:23]2[N:28]=[C:27]3[N:29]=[C:30]([CH:32]([OH:34])[CH3:33])[NH:31][C:26]3=[CH:25][CH:24]=2)=[C:6]([C:7]([NH2:9])=[O:8])[CH:5]=1. (5) Given the reactants [CH3:1][C:2]([CH3:22])([CH2:6][O:7][C:8](=[O:21])[C@H:9]([CH:18]([CH3:20])[CH3:19])[NH:10][C:11]([O:13][C:14]([CH3:17])([CH3:16])[CH3:15])=[O:12])[C:3]([OH:5])=[O:4].[OH-].C([N+](CCCC)(CCCC)CCCC)CCC.[Cl:41][CH2:42]I, predict the reaction product. The product is: [Cl:41][CH2:42][O:4][C:3](=[O:5])[C:2]([CH3:1])([CH3:22])[CH2:6][O:7][C:8](=[O:21])[C@H:9]([CH:18]([CH3:19])[CH3:20])[NH:10][C:11]([O:13][C:14]([CH3:15])([CH3:17])[CH3:16])=[O:12]. (6) Given the reactants [CH2:1]([O:5][C:6]([N:8]1[CH2:13][CH2:12][N:11]([C:14](=[O:36])[CH2:15][NH:16][C:17]([C:19]2[CH:23]=[C:22]([O:24][C@@H:25]([C:27]([OH:29])=O)[CH3:26])[N:21]([C:30]3[CH:35]=[CH:34][CH:33]=[CH:32][CH:31]=3)[N:20]=2)=[O:18])[CH2:10][CH2:9]1)=[O:7])[CH2:2][CH2:3][CH3:4].CCN(C(C)C)C(C)C.CN(C(ON1N=NC2C=CC=NC1=2)=[N+](C)C)C.F[P-](F)(F)(F)(F)F.[CH:70]1([NH:74][C:75]([C@@H:77]2[CH2:81][CH2:80][CH2:79][NH:78]2)=[O:76])[CH2:73][CH2:72][CH2:71]1, predict the reaction product. The product is: [CH2:1]([O:5][C:6]([N:8]1[CH2:9][CH2:10][N:11]([C:14](=[O:36])[CH2:15][NH:16][C:17]([C:19]2[CH:23]=[C:22]([O:24][C@H:25]([CH3:26])[C:27]([N:78]3[CH2:79][CH2:80][CH2:81][C@H:77]3[C:75](=[O:76])[NH:74][CH:70]3[CH2:71][CH2:72][CH2:73]3)=[O:29])[N:21]([C:30]3[CH:35]=[CH:34][CH:33]=[CH:32][CH:31]=3)[N:20]=2)=[O:18])[CH2:12][CH2:13]1)=[O:7])[CH2:2][CH2:3][CH3:4]. (7) Given the reactants [CH3:1][N+:2]([CH2:5][C@H:6]([NH2:11])[CH2:7][C:8]([O-:10])=[O:9])([CH3:4])[CH3:3].[C:12]1([C:18]#[C:19][C:20]2[O:24][C:23]([C:25](ON3C(=O)CCC3=O)=[O:26])=[CH:22][CH:21]=2)[CH:17]=[CH:16][CH:15]=[CH:14][CH:13]=1.CN(C=O)C.C(N(CC)CC)C, predict the reaction product. The product is: [C:12]1([C:18]#[C:19][C:20]2[O:24][C:23]([C:25]([NH:11][C@@H:6]([CH2:5][N+:2]([CH3:3])([CH3:4])[CH3:1])[CH2:7][C:8]([O-:10])=[O:9])=[O:26])=[CH:22][CH:21]=2)[CH:13]=[CH:14][CH:15]=[CH:16][CH:17]=1.